Dataset: Forward reaction prediction with 1.9M reactions from USPTO patents (1976-2016). Task: Predict the product of the given reaction. (1) Given the reactants Cl[C:2]1[C:7]([NH2:8])=[C:6]([CH3:9])[CH:5]=[C:4]([CH3:10])[N:3]=1.P(Br)(Br)[Br:12].[OH-].[Na+], predict the reaction product. The product is: [Br:12][C:2]1[C:7]([NH2:8])=[C:6]([CH3:9])[CH:5]=[C:4]([CH3:10])[N:3]=1. (2) Given the reactants C(OC([N:8]1[CH2:12][CH2:11][CH:10]([O:13][C:14]2[CH:19]=[C:18]([NH:20][C:21]([NH:23][C:24]3[CH:25]=[N:26][C:27]([CH3:30])=[CH:28][CH:29]=3)=[O:22])[CH:17]=[C:16]([F:31])[CH:15]=2)[CH2:9]1)=O)(C)(C)C.FC(F)(F)C(O)=O, predict the reaction product. The product is: [F:31][C:16]1[CH:17]=[C:18]([NH:20][C:21]([NH:23][C:24]2[CH:25]=[N:26][C:27]([CH3:30])=[CH:28][CH:29]=2)=[O:22])[CH:19]=[C:14]([O:13][CH:10]2[CH2:11][CH2:12][NH:8][CH2:9]2)[CH:15]=1. (3) Given the reactants [N+:1]([C:4]1[CH:5]=[C:6]([N:10]2[C:14](=[O:15])[N:13]([CH3:16])[N:12]=[N:11]2)[CH:7]=[CH:8][CH:9]=1)([O-])=O.C(OCC)(=O)C, predict the reaction product. The product is: [NH2:1][C:4]1[CH:5]=[C:6]([N:10]2[C:14](=[O:15])[N:13]([CH3:16])[N:12]=[N:11]2)[CH:7]=[CH:8][CH:9]=1. (4) Given the reactants [Li].[F:2][CH:3]([F:22])[O:4][C:5]1[CH:6]=[C:7]([C:12]([O-])=[CH:13][C:14](=O)[C:15]([O:17]CC)=[O:16])[CH:8]=[C:9]([F:11])[CH:10]=1.ClC1C=C(C2N(C3C=CC=CN=3)N=C(C(O)=O)C=2)C=C(F)C=1.Cl.[Cl:46][C:47]1[CH:52]=[C:51]([NH:53][NH2:54])[CH:50]=[CH:49][N:48]=1, predict the reaction product. The product is: [F:11][C:9]1[CH:8]=[C:7]([C:12]2[N:53]([C:51]3[CH:50]=[CH:49][N:48]=[C:47]([Cl:46])[CH:52]=3)[N:54]=[C:14]([C:15]([OH:17])=[O:16])[CH:13]=2)[CH:6]=[C:5]([O:4][CH:3]([F:2])[F:22])[CH:10]=1. (5) The product is: [C:9]([O:13][C:14]([NH:16][C@@H:17]([C@H:21]([OH:30])[C:22]1[CH:27]=[CH:26][C:25]([O:28][CH3:29])=[CH:24][CH:23]=1)[C:18]([O:20][CH2:1][C:2]1[CH:7]=[CH:6][CH:5]=[CH:4][CH:3]=1)=[O:19])=[O:15])([CH3:12])([CH3:11])[CH3:10]. Given the reactants [CH2:1](Br)[C:2]1[CH:7]=[CH:6][CH:5]=[CH:4][CH:3]=1.[C:9]([O:13][C:14]([NH:16][C@@H:17]([C@H:21]([OH:30])[C:22]1[CH:27]=[CH:26][C:25]([O:28][CH3:29])=[CH:24][CH:23]=1)[C:18]([OH:20])=[O:19])=[O:15])([CH3:12])([CH3:11])[CH3:10].C([O-])([O-])=O.[Cs+].[Cs+].O, predict the reaction product.